This data is from Full USPTO retrosynthesis dataset with 1.9M reactions from patents (1976-2016). The task is: Predict the reactants needed to synthesize the given product. Given the product [P:1]([O-:8])([O-:3])([O:13][CH2:14][C@@H:15]1[C@@H:22]([OH:21])[C@@H:18]([OH:19])[C@H:17]([N:25]2[C:34]3[C:29](=[CH:30][C:31]([O:37][CH3:38])=[C:32]([O:35][CH3:36])[CH:33]=3)[C:28](=[O:39])[NH:27][C:26]2=[O:40])[O:16]1)=[O:2].[CH2:17]([NH+:25]([CH2:42][CH3:43])[CH2:34][CH3:33])[CH3:18], predict the reactants needed to synthesize it. The reactants are: [P:1]([O:13][CH2:14][C@@H:15]1[C@@H:22]2[C@@H:18]([O:19]C(C)(C)[O:21]2)[C@H:17]([N:25]2[C:34]3[C:29](=[CH:30][C:31]([O:37][CH3:38])=[C:32]([O:35][CH3:36])[CH:33]=3)[C:28](=[O:39])[NH:27][C:26]2=[O:40])[O:16]1)([O:8]C(C)(C)C)([O:3]C(C)(C)C)=[O:2].F[C:42](F)(F)[C:43](O)=O.O.